This data is from Full USPTO retrosynthesis dataset with 1.9M reactions from patents (1976-2016). The task is: Predict the reactants needed to synthesize the given product. (1) Given the product [CH2:8]([N:10]1[CH2:18][CH2:17][N:16]([CH2:19][CH2:21][CH2:22][CH2:23][CH2:24][CH2:25][CH2:26][CH3:27])[CH2:15][CH2:14][N:13]([CH2:28][CH2:30][CH2:31][CH2:32][CH2:33][CH2:34][CH2:35][CH3:36])[CH2:12][CH2:11]1)[CH2:1][CH2:2][CH2:3][CH2:4][CH2:5][CH2:6][CH3:7], predict the reactants needed to synthesize it. The reactants are: [CH2:1]([C:8]([N:10]1[CH2:18][CH2:17][N:16]([C:19]([CH2:21][CH2:22][CH2:23][CH2:24][CH2:25][CH2:26][CH3:27])=O)[CH2:15][CH2:14][N:13]([C:28]([CH2:30][CH2:31][CH2:32][CH2:33][CH2:34][CH2:35][CH3:36])=O)[CH2:12][CH2:11]1)=O)[CH2:2][CH2:3][CH2:4][CH2:5][CH2:6][CH3:7].B.C1COCC1.[OH-].[Na+]. (2) The reactants are: Br[C:2]1[C:10]2[C:5](=[CH:6][CH:7]=[C:8]([O:11][CH3:12])[CH:9]=2)[N:4]([CH3:13])[N:3]=1.[CH3:14][Sn:15]([CH3:21])([CH3:20])[Sn:15]([CH3:21])([CH3:20])[CH3:14]. Given the product [CH3:12][O:11][C:8]1[CH:9]=[C:10]2[C:5](=[CH:6][CH:7]=1)[N:4]([CH3:13])[N:3]=[C:2]2[Sn:15]([CH3:21])([CH3:20])[CH3:14], predict the reactants needed to synthesize it. (3) Given the product [CH3:14][CH2:13][CH2:12][NH:11][C@@H:9]1[CH2:10][C:4]2[S:3][C:2]([NH2:1])=[N:6][C:5]=2[CH2:7][CH2:8]1.[C:20]([CH:18]([CH:16]([C:15]([O-:24])=[O:23])[OH:17])[OH:19])([O-:22])=[O:21], predict the reactants needed to synthesize it. The reactants are: [NH2:1][C:2]1[S:3][C:4]2[CH2:10][CH:9]([NH:11][CH2:12][CH2:13][CH3:14])[CH2:8][CH2:7][C:5]=2[N:6]=1.[C:15]([OH:24])(=[O:23])[C@@H:16]([C@H:18]([C:20]([OH:22])=[O:21])[OH:19])[OH:17].